The task is: Predict the reaction yield, written as a fraction of the theoretical maximum amount of product (1.0 means a 100% yield; for example, 0.34 means a 34% yield).. This data is from Reaction yield outcomes from USPTO patents with 853,638 reactions. (1) The reactants are [CH3:1][O:2][C:3]1[C:12]2[C:7](=[CH:8][CH:9]=[CH:10][CH:11]=2)[C:6]([O:13][CH3:14])=[C:5]([CH3:15])[C:4]=1[CH2:16][CH:17]=[C:18]([CH3:26])[CH2:19][CH2:20][CH:21]=[C:22]([CH3:25])[CH2:23]O.P(Br)(Br)[Br:28]. The catalyst is C1COCC1. The product is [Br:28][CH2:23][C:22]([CH3:25])=[CH:21][CH2:20][CH2:19][C:18]([CH3:26])=[CH:17][CH2:16][C:4]1[C:5]([CH3:15])=[C:6]([O:13][CH3:14])[C:7]2[C:12](=[CH:11][CH:10]=[CH:9][CH:8]=2)[C:3]=1[O:2][CH3:1]. The yield is 0.830. (2) The reactants are [Br:1][C:2]1[CH:3]=[C:4]2[C:13](=[CH:14][CH:15]=1)[CH:12]1[CH2:16][CH:10]([CH2:11]1)[N:9]1[C:5]2=[N:6][C:7]([I:18])=[C:8]1I.CC[Mg+].[Br-]. The catalyst is O1CCCC1. The product is [Br:1][C:2]1[CH:3]=[C:4]2[C:13](=[CH:14][CH:15]=1)[CH:12]1[CH2:11][CH:10]([CH2:16]1)[N:9]1[C:5]2=[N:6][C:7]([I:18])=[CH:8]1. The yield is 0.970. (3) The reactants are [OH:1][C:2]1[C:11]2[C:6](=[CH:7][CH:8]=[C:9]([NH:12][C:13](=[O:15])[CH3:14])[CH:10]=2)[N:5]=[C:4]([CH3:16])[CH:3]=1.S(OC)(O[CH3:21])(=O)=O. The product is [CH3:21][O:1][C:2]1[C:11]2[C:6](=[CH:7][CH:8]=[C:9]([NH:12][C:13](=[O:15])[CH3:14])[CH:10]=2)[N:5]=[C:4]([CH3:16])[CH:3]=1. The catalyst is C1(C)C=CC=CC=1. The yield is 0.520. (4) The reactants are FC(F)(F)C(O)=O.[CH2:8]([NH:15][C:16](=[O:33])[C@@H:17]([NH:25]C(=O)OC(C)(C)C)[CH2:18][S:19][S:20][C:21]([CH3:24])([CH3:23])[CH3:22])[C:9]1[CH:14]=[CH:13][CH:12]=[CH:11][CH:10]=1. The catalyst is ClCCl. The product is [NH2:25][C@@H:17]([CH2:18][S:19][S:20][C:21]([CH3:24])([CH3:23])[CH3:22])[C:16]([NH:15][CH2:8][C:9]1[CH:10]=[CH:11][CH:12]=[CH:13][CH:14]=1)=[O:33]. The yield is 1.00. (5) The reactants are CC1(C)C(C)(C)OB([C:9]2[CH2:14][CH2:13][N:12]([C:15]([O:17][C:18]([CH3:21])([CH3:20])[CH3:19])=[O:16])[CH2:11][CH:10]=2)O1.Cl[C:24]1[C:29]([Cl:30])=[N:28][N:27]([CH3:31])[C:26](=[O:32])[CH:25]=1.C(=O)([O-])[O-].[Na+].[Na+]. The catalyst is C1(C)C=CC=CC=1.C(O)C.O.C(OCC)(=O)C.C1C=CC([P]([Pd]([P](C2C=CC=CC=2)(C2C=CC=CC=2)C2C=CC=CC=2)([P](C2C=CC=CC=2)(C2C=CC=CC=2)C2C=CC=CC=2)[P](C2C=CC=CC=2)(C2C=CC=CC=2)C2C=CC=CC=2)(C2C=CC=CC=2)C2C=CC=CC=2)=CC=1. The product is [Cl:30][C:29]1[C:24]([C:9]2[CH2:14][CH2:13][N:12]([C:15]([O:17][C:18]([CH3:19])([CH3:20])[CH3:21])=[O:16])[CH2:11][CH:10]=2)=[CH:25][C:26](=[O:32])[N:27]([CH3:31])[N:28]=1. The yield is 0.740. (6) The reactants are [CH3:1][O:2][C:3]1[CH:4]=[C:5]2[C:10](=[CH:11][C:12]=1[O:13][CH3:14])[N:9]=[CH:8][N:7]=[C:6]2[O:15][C:16]1[CH:22]=[CH:21][C:19]([NH2:20])=[CH:18][CH:17]=1.C1(C)C=CC=CC=1.C(N(CC)CC)C.Cl[C:38](Cl)([O:40]C(=O)OC(Cl)(Cl)Cl)Cl.[CH3:49][C:50]1[CH:58]=[CH:57][C:53]([CH:54]([OH:56])[CH3:55])=[CH:52][CH:51]=1. The catalyst is C(Cl)Cl. The yield is 0.670. The product is [CH3:1][O:2][C:3]1[CH:4]=[C:5]2[C:10](=[CH:11][C:12]=1[O:13][CH3:14])[N:9]=[CH:8][N:7]=[C:6]2[O:15][C:16]1[CH:22]=[CH:21][C:19]([NH:20][C:38](=[O:40])[O:56][CH:54]([C:53]2[CH:57]=[CH:58][C:50]([CH3:49])=[CH:51][CH:52]=2)[CH3:55])=[CH:18][CH:17]=1. (7) The reactants are ClN1C(=O)N(Cl)C(=O)N(Cl)C1=O.[CH:13]([O:16][CH2:17][CH2:18]O)([CH3:15])[CH3:14].Cl.[NH2:21][C:22]1[N:23]=[CH:24][NH:25][C:26]=1[C:27]([NH2:29])=[O:28]. The catalyst is C(Cl)Cl.CO.CC1(C)N([O])C(C)(C)CCC1. The product is [CH:13]([O:16][CH2:17][CH2:18][NH:21][C:22]1[N:23]=[CH:24][NH:25][C:26]=1[C:27]([NH2:29])=[O:28])([CH3:14])[CH3:15]. The yield is 0.380. (8) The reactants are Cl.[F:2][C:3]1([F:7])[CH2:6][NH:5][CH2:4]1.CCN(C(C)C)C(C)C.CN(C(ON1N=NC2C=CC=NC1=2)=[N+](C)C)C.F[P-](F)(F)(F)(F)F.[Br:41][C:42]1[CH:43]=[CH:44][C:45]2[C:51]3[S:52][C:53]([C:55]([N:57]([C:59]4[CH:60]=[C:61]([CH:65]=[CH:66][C:67]=4[Cl:68])[C:62](O)=[O:63])[CH3:58])=[O:56])=[CH:54][C:50]=3[CH2:49][CH2:48][O:47][C:46]=2[CH:69]=1. The catalyst is C1COCC1.O. The product is [Br:41][C:42]1[CH:43]=[CH:44][C:45]2[C:51]3[S:52][C:53]([C:55]([N:57]([C:59]4[CH:60]=[C:61]([C:62]([N:5]5[CH2:6][C:3]([F:7])([F:2])[CH2:4]5)=[O:63])[CH:65]=[CH:66][C:67]=4[Cl:68])[CH3:58])=[O:56])=[CH:54][C:50]=3[CH2:49][CH2:48][O:47][C:46]=2[CH:69]=1. The yield is 0.930. (9) The reactants are [Br:1][C:2]1[CH:3]=[N:4][C:5]([C:8]2[N:9]([CH3:25])[C:10]3[C:15]([C:16]=2[CH:17]2[CH2:21][CH2:20][CH2:19][CH2:18]2)=[CH:14][CH:13]=[C:12]([C:22](O)=[O:23])[CH:11]=3)=[N:6][CH:7]=1.S(Cl)(Cl)=O.C(NCC)C.C(N(CC)C(C)C)(C)C.[NH2:44][C:45]1([C:49]2[N:53]([CH3:54])[C:52]3[CH:55]=[C:56](/[CH:59]=[CH:60]/[C:61]([O:63][CH2:64][CH2:65][CH2:66][CH3:67])=[O:62])[CH:57]=[CH:58][C:51]=3[N:50]=2)[CH2:48][CH2:47][CH2:46]1. The catalyst is C1COCC1. The product is [Br:1][C:2]1[CH:3]=[N:4][C:5]([C:8]2[N:9]([CH3:25])[C:10]3[C:15]([C:16]=2[CH:17]2[CH2:21][CH2:20][CH2:19][CH2:18]2)=[CH:14][CH:13]=[C:12]([C:22]([NH:44][C:45]2([C:49]4[N:53]([CH3:54])[C:52]5[CH:55]=[C:56](/[CH:59]=[CH:60]/[C:61]([O:63][CH2:64][CH2:65][CH2:66][CH3:67])=[O:62])[CH:57]=[CH:58][C:51]=5[N:50]=4)[CH2:46][CH2:47][CH2:48]2)=[O:23])[CH:11]=3)=[N:6][CH:7]=1. The yield is 0.966.